From a dataset of Reaction yield outcomes from USPTO patents with 853,638 reactions. Predict the reaction yield, written as a fraction of the theoretical maximum amount of product (1.0 means a 100% yield; for example, 0.34 means a 34% yield). (1) The reactants are [Br:1][C:2]1[CH:6]=[N:5][N:4]([CH:7]([CH3:9])[CH3:8])[C:3]=1[C:10]1[CH:11]=[C:12]([NH2:18])[CH:13]=[CH:14][C:15]=1[O:16][CH3:17].Cl[C:20]1[CH:21]=[C:22]([N:30]=[C:31]=[O:32])[CH:23]=[CH:24][C:25]=1[C:26]([F:29])([F:28])[F:27].C(Cl)[Cl:34]. No catalyst specified. The product is [Br:1][C:2]1[CH:6]=[N:5][N:4]([CH:7]([CH3:9])[CH3:8])[C:3]=1[C:10]1[CH:11]=[C:12]([NH:18][C:31]([NH:30][C:22]2[CH:23]=[CH:24][C:25]([C:26]([F:29])([F:28])[F:27])=[CH:20][C:21]=2[Cl:34])=[O:32])[CH:13]=[CH:14][C:15]=1[O:16][CH3:17]. The yield is 0.730. (2) The reactants are [Cl:1][C:2]1[CH:3]=[C:4]([NH:9][C:10]2[C:19]3[C:14](=[CH:15][C:16]([O:32][CH2:33][CH3:34])=[C:17]([NH:20][C:21](=[O:31])[CH2:22]P(OCC)(OCC)=O)[CH:18]=3)[N:13]=[CH:12][N:11]=2)[CH:5]=[CH:6][C:7]=1[F:8].C[Si]([N-][Si](C)(C)C)(C)C.[Li+].C1(C)C=CC=CC=1.[CH3:52][N:53]1[CH2:57][CH2:56][CH2:55][C@@H:54]1[CH:58]=O. The catalyst is O1CCCC1. The product is [Cl:1][C:2]1[CH:3]=[C:4]([NH:9][C:10]2[C:19]3[C:14](=[CH:15][C:16]([O:32][CH2:33][CH3:34])=[C:17]([NH:20][C:21](=[O:31])/[CH:22]=[CH:58]/[C@H:54]4[CH2:55][CH2:56][CH2:57][N:53]4[CH3:52])[CH:18]=3)[N:13]=[CH:12][N:11]=2)[CH:5]=[CH:6][C:7]=1[F:8]. The yield is 0.473.